Predict the product of the given reaction. From a dataset of Forward reaction prediction with 1.9M reactions from USPTO patents (1976-2016). Given the reactants [Cl:1][C:2]1[CH:9]=[C:8](F)[CH:7]=[CH:6][C:3]=1[C:4]#[N:5].[NH2:11][C@@H:12]([C:16]([OH:18])=[O:17])[C@H:13]([CH3:15])[OH:14].C([O-])([O-])=O.[K+].[K+].C(O)(=O)CC(CC(O)=O)(C(O)=O)O, predict the reaction product. The product is: [Cl:1][C:2]1[CH:9]=[C:8]([NH:11][C@H:12]([C@@H:13]([OH:14])[CH3:15])[C:16]([OH:18])=[O:17])[CH:7]=[CH:6][C:3]=1[C:4]#[N:5].